This data is from Reaction yield outcomes from USPTO patents with 853,638 reactions. The task is: Predict the reaction yield, written as a fraction of the theoretical maximum amount of product (1.0 means a 100% yield; for example, 0.34 means a 34% yield). The reactants are [CH3:1][N:2]([CH3:36])[C:3]([C:5]1[N:30]([CH:31]2[CH2:35][CH2:34][CH2:33][CH2:32]2)[C:8]2[N:9]=[C:10]([NH:13][C:14]3[CH:19]=[CH:18][C:17]([C:20]([N:22]4[CH2:28][CH:27]5[NH:29][CH:24]([CH2:25][CH2:26]5)[CH2:23]4)=[O:21])=[CH:16][N:15]=3)[N:11]=[CH:12][C:7]=2[CH:6]=1)=[O:4].[C:37]([NH:44][C@@H:45]([C:50](O)=[O:51])[CH2:46][CH2:47][S:48][CH3:49])([O:39][C:40]([CH3:43])([CH3:42])[CH3:41])=[O:38]. No catalyst specified. The product is [C:40]([O:39][C:37](=[O:38])[NH:44][C@@H:45]([C:50]([N:29]1[CH:24]2[CH2:25][CH2:26][CH:27]1[CH2:28][N:22]([C:20]([C:17]1[CH:16]=[N:15][C:14]([NH:13][C:10]3[N:11]=[CH:12][C:7]4[CH:6]=[C:5]([C:3](=[O:4])[N:2]([CH3:36])[CH3:1])[N:30]([CH:31]5[CH2:35][CH2:34][CH2:33][CH2:32]5)[C:8]=4[N:9]=3)=[CH:19][CH:18]=1)=[O:21])[CH2:23]2)=[O:51])[CH2:46][CH2:47][S:48][CH3:49])([CH3:43])([CH3:41])[CH3:42]. The yield is 0.680.